Dataset: Experimentally validated miRNA-target interactions with 360,000+ pairs, plus equal number of negative samples. Task: Binary Classification. Given a miRNA mature sequence and a target amino acid sequence, predict their likelihood of interaction. (1) The miRNA is hsa-miR-3936 with sequence UAAGGGGUGUAUGGCAGAUGCA. The protein sequence of the target gene is MVVLNPMTLGIYLQLFFLSIVSQPTFINSVLPISAALPSLDQKKRGGHKACCLLTPPPPPLFPPPFFRGGRSPLLSPDMKNLMLELETSQSPCMQGSLGSPGPPGPQGPPGLPGKTGPKGEKGELGRPGRKGRPGPPGVPGMPGPIGWPGPEGPRGEKGDLGMMGLPGSRGPMGSKGYPGSRGEKGSRGEKGDLGPKGEKGFPGFPGMLGQKGEMGPKGEPGIAGHRGPTGRPGKRGKQGQKGDSGVMGPPGKPGPSGQPGRPGPPGPPPAGQLIMGPKGERGFPGPPGRCLCGPTMNVN.... Result: 0 (no interaction). (2) The miRNA is hsa-miR-6769b-3p with sequence CCCUCUCUGUCCCACCCAUAG. The protein sequence of the target gene is METDLAEMPEKGALSSQDSPHFQEKSTEEGEVAALRLTARSQETVTFKDVAMDFTPEEWGKLDPAQRDVMLENYRNLVSLWLPVSKPESYNLENGKEPLKLERKAPKSSYSDMETRPQSKDSTSVQDFSKAESCKVAIIDRLTRNSVYDSNLEAALECENWLENQQGNQERHLREMFTHMNSLSEETDHKHDVYWKSFNQKSVLITEDRVPKGSYAFHTLEKSLKQKSNLMKKQRTYKEKKPHKCNDCGELFTYHSVLIRHQRVHTGEKPYTCNECGKSFSHRANLTKHQRTHTRILFEC.... Result: 1 (interaction). (3) The miRNA is hsa-miR-218-1-3p with sequence AUGGUUCCGUCAAGCACCAUGG. The protein sequence of the target gene is MMDSPFLELWQSKAVSIREQLGLGDRPNDSYCYNSAKNSTVLQGVTFGGIPTVLLIDVSCFLFLILVFSIIRRRFWDYGRIALVSEADSESRFQRLSSTSSSGQQDFENELGCCPWLTAIFRLHDDQILEWCGEDAIHYLSFQRHIIFLLVVVSFLSLCVILPVNLSGDLLDKDPYSFGRTTIANLQTDNDLLWLHTIFAVIYLFLTVGFMRHHTQSIKYKEENLVRRTLFITGLPRDARKETVESHFRDAYPTCEVVDVQLCYNVAKLIYLCKEKKKTEKSLTYYTNLQVKTGQRTLIN.... Result: 0 (no interaction). (4) The miRNA is mmu-miR-705 with sequence GGUGGGAGGUGGGGUGGGCA. The protein sequence of the target gene is MSEVTKNSLEKILPQLKCHFTWNLFKEDSVSRDLEDRVCNQIEFLNTEFKATMYNLLAYIKHLDGNNEAALECLRQAEELIQQEHADQAEIRSLVTWGNYAWVYYHLGRLSDAQIYVDKVKQTCKKFSNPYSIEYSELDCEEGWTQLKCGRNERAKVCFEKALEEKPNNPEFSSGLAIAMYHLDNHPEKQFSTDVLKQAIELSPDNQYVKVLLGLKLQKMNKEAEGEQFVEEALEKSPCQTDVLRSAAKFYRRKGDLDKAIELFQRVLESTPNNGYLYHQIGCCYKAKVRQMQNTGESEA.... Result: 0 (no interaction). (5) The miRNA is hsa-miR-943 with sequence CUGACUGUUGCCGUCCUCCAG. The protein sequence of the target gene is MSKQRGTFSEVSLAQDPKRQQRKPKGNKSSISGTEQEIFQVELNLQNPSLNHQGIDKIYDCQGLLPPPEKLTAEVLGIICIVLMATVLKTIVLIPFLEQNNSSPNTRTQKARHCGHCPEEWITYSNSCYYIGKERRTWEESLLACTSKNSSLLSIDNEEEMKFLASILPSSWIGVFRNSSHHPWVTINGLAFKHKIKDSDNAELNCAVLQVNRLKSAQCGSSMIYHCKHKL. Result: 0 (no interaction). (6) The miRNA is hsa-miR-142-5p with sequence CAUAAAGUAGAAAGCACUACU. The protein sequence of the target gene is MESTPFNRRQWTSLSLRVTAKELSLVNKNKSSAIVEIFSKYQKAAEEANMERKKNNPESLPQHFRRGTLSVLKKKWENPVAGAEFHTDSLPNSSSEGGHTADYPPAEVTDKPAPGVRADREEHTQPKPRFGSRPEAVIQSRYPRSENSHDFKAQATESQKMENCLGDSRHEAEKPETSENTETSGKIEKYNVPLNRLKMMFEKGEHNQTKSLWTQSRNAGGRRLSENNCSLDDWEIGAGHLSSSAFNSEKNESKRNLELPRLSETSIKDRMAKYQAAVSKQSSPASYTNELKTSESKTHK.... Result: 0 (no interaction).